This data is from Catalyst prediction with 721,799 reactions and 888 catalyst types from USPTO. The task is: Predict which catalyst facilitates the given reaction. (1) Reactant: [CH3:1][S:2]([C:4]1[CH:9]=[C:8]([CH2:10][CH2:11][C:12]([O:14]C(C)(C)C)=[O:13])[CH:7]=[C:6]([C:19]2[S:20][C:21]3[CH:29]=[CH:28][CH:27]=[CH:26][C:22]=3[C:23](=[O:25])[N:24]=2)[N:5]=1)=[O:3].C(OC(C)C)(C)C. Product: [CH3:1][S:2]([C:4]1[CH:9]=[C:8]([CH2:10][CH2:11][C:12]([OH:14])=[O:13])[CH:7]=[C:6]([C:19]2[S:20][C:21]3[CH:29]=[CH:28][CH:27]=[CH:26][C:22]=3[C:23](=[O:25])[N:24]=2)[N:5]=1)=[O:3]. The catalyst class is: 55. (2) Reactant: [CH2:1]([N:3]([CH2:31][C:32]([NH:34][CH2:35][CH3:36])=[O:33])[C:4]([C:6]1[CH:7]=[C:8]2[C:16](=[CH:17][CH:18]=1)[N:15]([CH2:19][C:20](OCC)=[O:21])[C:14]1[CH2:13][CH2:12][CH:11]([CH:25]3[CH2:30][CH2:29][O:28][CH2:27][CH2:26]3)[CH2:10][C:9]2=1)=[O:5])[CH3:2].[H-].[H-].[H-].[H-].[Li+].[Al+3]. Product: [CH2:1]([N:3]([CH2:31][C:32]([NH:34][CH2:35][CH3:36])=[O:33])[C:4]([C:6]1[CH:7]=[C:8]2[C:16](=[CH:17][CH:18]=1)[N:15]([CH2:19][CH2:20][OH:21])[C:14]1[CH2:13][CH2:12][CH:11]([CH:25]3[CH2:30][CH2:29][O:28][CH2:27][CH2:26]3)[CH2:10][C:9]2=1)=[O:5])[CH3:2]. The catalyst class is: 683.